Dataset: Full USPTO retrosynthesis dataset with 1.9M reactions from patents (1976-2016). Task: Predict the reactants needed to synthesize the given product. (1) Given the product [CH3:21][C:20]([C@H:14]([NH:15][C:16]([O:18][CH3:19])=[O:17])[C:13]([NH:12][C@H:4]([C@@H:3]([OH:1])[CH2:2][N:38]([NH:37][C:35]([C@@H:30]([NH:29][C:27]([O:26][CH3:25])=[O:28])[C:31]([CH3:34])([CH3:33])[CH3:32])=[O:36])[CH2:39][C:40]1[CH:41]=[CH:42][C:43]([C:46]2[CH:51]=[CH:50][CH:49]=[CH:48][N:47]=2)=[CH:44][CH:45]=1)[CH2:5][C:6]1[CH:7]=[CH:8][CH:9]=[CH:10][CH:11]=1)=[O:24])([CH3:22])[CH3:23], predict the reactants needed to synthesize it. The reactants are: [O:1]1[C@H:3]([C@@H:4]([NH:12][C:13](=[O:24])[C@H:14]([C:20]([CH3:23])([CH3:22])[CH3:21])[NH:15][C:16]([O:18][CH3:19])=[O:17])[CH2:5][C:6]2[CH:11]=[CH:10][CH:9]=[CH:8][CH:7]=2)[CH2:2]1.[CH3:25][O:26][C:27]([NH:29][C@H:30]([C:35]([NH:37][NH:38][CH2:39][C:40]1[CH:45]=[CH:44][C:43]([C:46]2[CH:51]=[CH:50][CH:49]=[CH:48][N:47]=2)=[CH:42][CH:41]=1)=[O:36])[C:31]([CH3:34])([CH3:33])[CH3:32])=[O:28]. (2) Given the product [Cl:11][C:9]1[N:10]=[C:3]2[C:2]([NH:12][CH2:13][C:14]3[CH:26]=[CH:25][CH:24]=[CH:23][C:15]=3[CH2:16][N:17]([CH3:22])[S:18]([CH3:21])(=[O:20])=[O:19])=[CH:7][CH:6]=[CH:5][N:4]2[N:8]=1, predict the reactants needed to synthesize it. The reactants are: Br[C:2]1[C:3]2[N:4]([N:8]=[C:9]([Cl:11])[N:10]=2)[CH:5]=[CH:6][CH:7]=1.[NH2:12][CH2:13][C:14]1[CH:26]=[CH:25][CH:24]=[CH:23][C:15]=1[CH2:16][N:17]([CH3:22])[S:18]([CH3:21])(=[O:20])=[O:19]. (3) Given the product [CH3:20][N:21]([CH3:22])[CH2:2][CH2:3][CH2:4][N:5]1[C:14]2[C:9](=[CH:10][C:11]([N+:15]([O-:17])=[O:16])=[CH:12][CH:13]=2)[CH2:8][CH2:7][C:6]1=[O:18], predict the reactants needed to synthesize it. The reactants are: Cl[CH2:2][CH2:3][CH2:4][N:5]1[C:14]2[C:9](=[CH:10][C:11]([N+:15]([O-:17])=[O:16])=[CH:12][CH:13]=2)[CH2:8][CH2:7][C:6]1=[O:18].Cl.[CH3:20][NH:21][CH3:22].[I-].[K+].C(=O)([O-])[O-].[K+].[K+]. (4) Given the product [CH3:17][O:16][C:11]1[C:10]2=[CH:9][CH:8]=[C:7]3[C:6]([O:5][CH2:4][C:3]4[CH:18]=[C:19]([O:22][CH3:23])[CH:20]=[CH:21][C:2]3=4)=[C:15]2[CH:14]=[CH:13][CH:12]=1, predict the reactants needed to synthesize it. The reactants are: Br[C:2]1[CH:21]=[CH:20][C:19]([O:22][CH3:23])=[CH:18][C:3]=1[CH2:4][O:5][C:6]1[C:15]2[C:10](=[C:11]([O:16][CH3:17])[CH:12]=[CH:13][CH:14]=2)[CH:9]=[CH:8][CH:7]=1.C([O-])(=O)C.[K+].